Dataset: Full USPTO retrosynthesis dataset with 1.9M reactions from patents (1976-2016). Task: Predict the reactants needed to synthesize the given product. (1) Given the product [CH:1]1([NH:4][C:5](=[O:31])[C:6]2[CH:11]=[C:10]([F:12])[C:9]([CH3:13])=[C:8]([C:14]3[CH:15]=[C:16]4[C:21](=[CH:22][CH:23]=3)[C:20](=[O:24])[N:19]([CH2:25][CH:26]3[CH2:27][CH2:28]3)[CH:18]=[C:17]4[CH2:29][NH:41][CH2:40][CH:37]3[CH2:38][CH2:39][N:34]([CH2:32][CH3:33])[CH2:35][CH2:36]3)[CH:7]=2)[CH2:3][CH2:2]1, predict the reactants needed to synthesize it. The reactants are: [CH:1]1([NH:4][C:5](=[O:31])[C:6]2[CH:11]=[C:10]([F:12])[C:9]([CH3:13])=[C:8]([C:14]3[CH:15]=[C:16]4[C:21](=[CH:22][CH:23]=3)[C:20](=[O:24])[N:19]([CH2:25][CH:26]3[CH2:28][CH2:27]3)[CH:18]=[C:17]4[CH:29]=O)[CH:7]=2)[CH2:3][CH2:2]1.[CH2:32]([N:34]1[CH2:39][CH2:38][CH:37]([CH2:40][NH2:41])[CH2:36][CH2:35]1)[CH3:33]. (2) Given the product [CH3:31][C:30]1[C:25]([NH:24][C:20]2[CH:19]=[C:18]([S:15]([NH:14][CH:11]3[CH2:12][CH2:13][NH:8][CH2:9][CH2:10]3)(=[O:17])=[O:16])[CH:23]=[CH:22][CH:21]=2)=[N:26][C:27]([NH:32][C:33]2[CH:38]=[CH:37][C:36]([N:39]3[CH2:40][CH2:41][N:42]([CH3:45])[CH2:43][CH2:44]3)=[CH:35][CH:34]=2)=[N:28][CH:29]=1, predict the reactants needed to synthesize it. The reactants are: C(OC([N:8]1[CH2:13][CH2:12][CH:11]([NH:14][S:15]([C:18]2[CH:23]=[CH:22][CH:21]=[C:20]([NH:24][C:25]3[C:30]([CH3:31])=[CH:29][N:28]=[C:27]([NH:32][C:33]4[CH:38]=[CH:37][C:36]([N:39]5[CH2:44][CH2:43][N:42]([CH3:45])[CH2:41][CH2:40]5)=[CH:35][CH:34]=4)[N:26]=3)[CH:19]=2)(=[O:17])=[O:16])[CH2:10][CH2:9]1)=O)(C)(C)C.C(O)(C(F)(F)F)=O. (3) Given the product [CH2:1]([O:3][C:4](=[O:19])[CH2:5][C:6]1[C:15]2[C:10](=[CH:11][C:12]([OH:16])=[CH:13][CH:14]=2)[CH:9]=[CH:8][C:7]=1[Cl:18])[CH3:2], predict the reactants needed to synthesize it. The reactants are: [CH2:1]([O:3][C:4](=[O:19])[CH2:5][C:6]1[C:15]2[C:10](=[CH:11][C:12]([O:16]C)=[CH:13][CH:14]=2)[CH:9]=[CH:8][C:7]=1[Cl:18])[CH3:2].B(Br)(Br)Br.